From a dataset of Peptide-MHC class I binding affinity with 185,985 pairs from IEDB/IMGT. Regression. Given a peptide amino acid sequence and an MHC pseudo amino acid sequence, predict their binding affinity value. This is MHC class I binding data. (1) The peptide sequence is DISVNASKT. The MHC is HLA-A02:02 with pseudo-sequence HLA-A02:02. The binding affinity (normalized) is 0.228. (2) The peptide sequence is MAMPEYWQF. The MHC is HLA-B57:01 with pseudo-sequence HLA-B57:01. The binding affinity (normalized) is 0.707. (3) The peptide sequence is KINRSKTPY. The MHC is HLA-A02:01 with pseudo-sequence HLA-A02:01. The binding affinity (normalized) is 0.329. (4) The peptide sequence is WLSYKVASA. The MHC is HLA-A02:03 with pseudo-sequence HLA-A02:03. The binding affinity (normalized) is 0.768. (5) The peptide sequence is DEISLLLAS. The MHC is HLA-A02:19 with pseudo-sequence HLA-A02:19. The binding affinity (normalized) is 0.0847. (6) The peptide sequence is KMFHGGLRY. The MHC is HLA-B39:01 with pseudo-sequence HLA-B39:01. The binding affinity (normalized) is 0.0847. (7) The peptide sequence is EIKSLFNTI. The MHC is HLA-B39:01 with pseudo-sequence HLA-B39:01. The binding affinity (normalized) is 0.0847. (8) The peptide sequence is YFHKRDMRL. The MHC is HLA-A01:01 with pseudo-sequence HLA-A01:01. The binding affinity (normalized) is 0.0847. (9) The peptide sequence is SLIYYQNEVT. The MHC is HLA-A02:06 with pseudo-sequence HLA-A02:06. The binding affinity (normalized) is 0.226. (10) The peptide sequence is RYLKDQQLL. The MHC is HLA-A11:01 with pseudo-sequence HLA-A11:01. The binding affinity (normalized) is 0.